From a dataset of Retrosynthesis with 50K atom-mapped reactions and 10 reaction types from USPTO. Predict the reactants needed to synthesize the given product. (1) Given the product CN1CCN(c2ccc(-c3cc(-c4c(-c5ccccn5)nc5ccccn45)ccn3)cc2)CC1, predict the reactants needed to synthesize it. The reactants are: Brc1ccc(-c2cc(-c3c(-c4ccccn4)nc4ccccn34)ccn2)cc1.CN1CCNCC1. (2) Given the product CCCCOCc1ccsc1, predict the reactants needed to synthesize it. The reactants are: CCCCBr.OCc1ccsc1.